Task: Predict the reactants needed to synthesize the given product.. Dataset: Full USPTO retrosynthesis dataset with 1.9M reactions from patents (1976-2016) Given the product [CH3:15][N:16]1[C:20]([C:2]2[C:7]3=[N:8][C:9]([C:12]([NH2:14])=[O:13])=[CH:10][N:11]=[C:6]3[CH:5]=[N:4][CH:3]=2)=[CH:19][CH:18]=[N:17]1, predict the reactants needed to synthesize it. The reactants are: Br[C:2]1[C:7]2=[N:8][C:9]([C:12]([NH2:14])=[O:13])=[CH:10][N:11]=[C:6]2[CH:5]=[N:4][CH:3]=1.[CH3:15][N:16]1[C:20](B2OC(C)(C)C(C)(C)O2)=[CH:19][CH:18]=[N:17]1.C(=O)([O-])[O-].[Cs+].[Cs+].O1CCOCC1.